Task: Predict the product of the given reaction.. Dataset: Forward reaction prediction with 1.9M reactions from USPTO patents (1976-2016) (1) Given the reactants Cl.[CH3:2][O:3][C:4](=[O:38])[CH2:5][CH2:6][NH:7][C:8](=[O:37])[C:9]1[CH:14]=[CH:13][C:12]([CH:15]([NH:22][C:23]([NH:25][C:26]2[CH:31]=[CH:30][C:29]([O:32][C:33]([F:36])([F:35])[F:34])=[CH:28][CH:27]=2)=[O:24])[CH:16]2[CH2:21][CH2:20][NH:19][CH2:18][CH2:17]2)=[CH:11][CH:10]=1.C(N(C(C)C)CC)(C)C.[CH:48]1([C:51](Cl)=[O:52])[CH2:50][CH2:49]1.O, predict the reaction product. The product is: [CH3:2][O:3][C:4](=[O:38])[CH2:5][CH2:6][NH:7][C:8](=[O:37])[C:9]1[CH:14]=[CH:13][C:12]([CH:15]([NH:22][C:23]([NH:25][C:26]2[CH:27]=[CH:28][C:29]([O:32][C:33]([F:34])([F:35])[F:36])=[CH:30][CH:31]=2)=[O:24])[CH:16]2[CH2:17][CH2:18][N:19]([C:51]([CH:48]3[CH2:50][CH2:49]3)=[O:52])[CH2:20][CH2:21]2)=[CH:11][CH:10]=1. (2) Given the reactants Br[C:2]1[CH:8]=[C:7]([F:9])[C:5]([NH2:6])=[C:4]([Cl:10])[CH:3]=1.[Cl:11][C:12]1[C:17]([O:18][CH3:19])=[CH:16][C:15](B(O)O)=[CH:14][CH:13]=1, predict the reaction product. The product is: [Cl:10][C:4]1[CH:3]=[C:2]([C:15]2[CH:14]=[CH:13][C:12]([Cl:11])=[C:17]([O:18][CH3:19])[CH:16]=2)[CH:8]=[C:7]([F:9])[C:5]=1[NH2:6]. (3) Given the reactants CS([C:5]1[N:6]=[CH:7][C:8]2[CH2:14][N:13]([S:15]([CH3:18])(=[O:17])=[O:16])[CH2:12][CH2:11][C:9]=2[N:10]=1)(=O)=O.Cl.[NH:20]1[CH2:23][CH:22]([O:24][CH2:25][CH:26]2[CH2:31][CH2:30][N:29]([C:32]3[N:37]=[CH:36][C:35]([CH2:38][CH3:39])=[CH:34][N:33]=3)[CH2:28][CH2:27]2)[CH2:21]1.C(N(C(C)C)C(C)C)C, predict the reaction product. The product is: [CH2:38]([C:35]1[CH:36]=[N:37][C:32]([N:29]2[CH2:30][CH2:31][CH:26]([CH2:25][O:24][CH:22]3[CH2:23][N:20]([C:5]4[N:6]=[CH:7][C:8]5[CH2:14][N:13]([S:15]([CH3:18])(=[O:17])=[O:16])[CH2:12][CH2:11][C:9]=5[N:10]=4)[CH2:21]3)[CH2:27][CH2:28]2)=[N:33][CH:34]=1)[CH3:39].